Dataset: Catalyst prediction with 721,799 reactions and 888 catalyst types from USPTO. Task: Predict which catalyst facilitates the given reaction. (1) Reactant: [CH2:1]([O-:3])C.[Na+].[I:5][C:6]1[C:7](Cl)=[N:8][C:9]([Cl:12])=[N:10][CH:11]=1.O. Product: [Cl:12][C:9]1[N:8]=[C:7]([O:3][CH3:1])[C:6]([I:5])=[CH:11][N:10]=1. The catalyst class is: 5. (2) Reactant: Cl.Cl.[NH:3]1[CH2:7][CH2:6][C@H:5]([NH:8][C:9]([C:11]2[CH:31]=[CH:30][C:14]3[N:15]([CH3:29])[C:16]([NH:18][C:19]4[S:20][C:21]5[CH:27]=[C:26]([Cl:28])[CH:25]=[CH:24][C:22]=5[N:23]=4)=[N:17][C:13]=3[CH:12]=2)=[O:10])[CH2:4]1.C=O.[BH-](OC(C)=O)(OC(C)=O)O[C:36](C)=O.[Na+]. Product: [CH3:36][N:3]1[CH2:7][CH2:6][C@H:5]([NH:8][C:9]([C:11]2[CH:31]=[CH:30][C:14]3[N:15]([CH3:29])[C:16]([NH:18][C:19]4[S:20][C:21]5[CH:27]=[C:26]([Cl:28])[CH:25]=[CH:24][C:22]=5[N:23]=4)=[N:17][C:13]=3[CH:12]=2)=[O:10])[CH2:4]1. The catalyst class is: 2. (3) Product: [Cl:1][C:2]1[CH:3]=[C:4]([C:8]2[N:9]=[C:10]([N:16]3[C:20]4[CH:21]=[C:22]([O:25][CH2:33][CH2:32][N:26]5[CH2:31][CH2:30][CH2:29][CH2:28][CH2:27]5)[CH:23]=[CH:24][C:19]=4[N:18]=[CH:17]3)[S:11][C:12]=2[C:13]([NH2:15])=[O:14])[CH:5]=[CH:6][CH:7]=1. Reactant: [Cl:1][C:2]1[CH:3]=[C:4]([C:8]2[N:9]=[C:10]([N:16]3[C:20]4[CH:21]=[C:22]([OH:25])[CH:23]=[CH:24][C:19]=4[N:18]=[CH:17]3)[S:11][C:12]=2[C:13]([NH2:15])=[O:14])[CH:5]=[CH:6][CH:7]=1.[N:26]1([CH2:32][CH2:33]OS(C2C=CC(C)=CC=2)(=O)=O)[CH2:31][CH2:30][CH2:29][CH2:28][CH2:27]1.C(=O)([O-])[O-].[Cs+].[Cs+]. The catalyst class is: 9. (4) Reactant: [CH:1]([C:3]1[CH:8]=[CH:7][C:6]([C:9]([F:12])([F:11])[F:10])=[CH:5][C:4]=1[N:13]1[CH2:17][CH2:16][C@@H:15]([NH:18]C(=O)OC(C)(C)C)[CH2:14]1)=[O:2].Cl. Product: [NH2:18][C@@H:15]1[CH2:16][CH2:17][N:13]([C:4]2[CH:5]=[C:6]([C:9]([F:12])([F:10])[F:11])[CH:7]=[CH:8][C:3]=2[CH:1]=[O:2])[CH2:14]1. The catalyst class is: 12. (5) Reactant: [F:1][C:2]([F:15])([F:14])[C:3]1[CH:4]=[C:5]([CH:11]=[CH:12][CH:13]=1)[CH2:6][NH:7][C:8]([NH2:10])=[O:9].[Li]CCCC.[Cl:21][C:22]1[CH:23]=[C:24]([N:29]=[C:30]=[S:31])[CH:25]=[CH:26][C:27]=1[Cl:28]. Product: [Cl:21][C:22]1[CH:23]=[C:24]([NH:29][C:30]([N:7]([CH2:6][C:5]2[CH:11]=[CH:12][CH:13]=[C:3]([C:2]([F:14])([F:15])[F:1])[CH:4]=2)[C:8]([NH2:10])=[O:9])=[S:31])[CH:25]=[CH:26][C:27]=1[Cl:28]. The catalyst class is: 1. (6) Reactant: O.[F-].C([N+](C)(C)C)C1C=CC=CC=1.Cl.[CH2:15]([C:22]1([N:47]([CH3:49])[CH3:48])[CH2:27][CH2:26][CH:25]([CH2:28][O:29][CH2:30][C:31]2[C:39]3[C:34](=[N:35][CH:36]=[CH:37][CH:38]=3)[NH:33][C:32]=2[Si](CC)(CC)CC)[CH2:24][CH2:23]1)[C:16]1[CH:21]=[CH:20][CH:19]=[CH:18][CH:17]=1. Product: [NH:33]1[C:34]2=[N:35][CH:36]=[CH:37][CH:38]=[C:39]2[C:31]([CH2:30][O:29][CH2:28][CH:25]2[CH2:26][CH2:27][C:22]([CH2:15][C:16]3[CH:21]=[CH:20][CH:19]=[CH:18][CH:17]=3)([N:47]([CH3:49])[CH3:48])[CH2:23][CH2:24]2)=[CH:32]1. The catalyst class is: 7. (7) Reactant: [OH:1][N:2]1[C:6](=[O:7])[CH2:5][CH2:4][C:3]1=[O:8].C(N(CC)CC)C.[Br:16][C:17]([CH3:22])([CH3:21])[C:18](Br)=[O:19].[OH2:23]. Product: [OH:1][N:2]1[C:6](=[O:7])[CH2:5][CH2:4][C:3]1=[O:8].[Br:16][C:17]([CH3:22])([CH3:21])[C:18]([O-:19])=[O:23]. The catalyst class is: 4. (8) Reactant: [CH3:1][C:2]1[CH:7]=[CH:6][C:5]([S:8]([N:11]2[C@H:17](/[CH:18]=[N:19]/[C:20]3[CH:25]=[CH:24][C:23]([C:26]([F:29])([F:28])[F:27])=[CH:22][N:21]=3)[CH2:16][C@@H:15]3[C@@H:13]([CH2:14]3)[CH2:12]2)(=[O:10])=[O:9])=[CH:4][CH:3]=1.CC(O)=O.C(O[BH-](OC(=O)C)OC(=O)C)(=O)C.[Na+]. Product: [CH3:1][C:2]1[CH:7]=[CH:6][C:5]([S:8]([N:11]2[C@H:17]([CH2:18][NH:19][C:20]3[CH:25]=[CH:24][C:23]([C:26]([F:28])([F:27])[F:29])=[CH:22][N:21]=3)[CH2:16][C@@H:15]3[C@@H:13]([CH2:14]3)[CH2:12]2)(=[O:9])=[O:10])=[CH:4][CH:3]=1. The catalyst class is: 279. (9) Reactant: [C:1]([Si:5]1([C:13]([CH3:16])([CH3:15])[CH3:14])[O:10][CH2:9][CH:8]([CH2:11]O)[CH2:7][O:6]1)([CH3:4])([CH3:3])[CH3:2].N1C=CC=CC=1.C(Br)(Br)(Br)[Br:24].C1(P(C2C=CC=CC=2)C2C=CC=CC=2)C=CC=CC=1. Product: [Br:24][CH2:11][CH:8]1[CH2:9][O:10][Si:5]([C:13]([CH3:16])([CH3:15])[CH3:14])([C:1]([CH3:4])([CH3:3])[CH3:2])[O:6][CH2:7]1. The catalyst class is: 4. (10) Reactant: [CH2:1]([O:3][C:4](=[O:31])[CH2:5][C@@H:6]([C:24]1[CH:25]=[N:26][C:27]([CH3:30])=[N:28][CH:29]=1)[CH:7]=[CH:8][CH2:9][CH2:10][CH2:11][CH2:12][C:13]1[CH:14]=[CH:15][C:16]2[CH2:22][CH2:21][CH2:20][CH2:19][NH:18][C:17]=2[N:23]=1)[CH3:2].[H][H]. Product: [CH2:1]([O:3][C:4](=[O:31])[CH2:5][C@@H:6]([C:24]1[CH:25]=[N:26][C:27]([CH3:30])=[N:28][CH:29]=1)[CH2:7][CH2:8][CH2:9][CH2:10][CH2:11][CH2:12][C:13]1[CH:14]=[CH:15][C:16]2[CH2:22][CH2:21][CH2:20][CH2:19][NH:18][C:17]=2[N:23]=1)[CH3:2]. The catalyst class is: 63.